This data is from Reaction yield outcomes from USPTO patents with 853,638 reactions. The task is: Predict the reaction yield, written as a fraction of the theoretical maximum amount of product (1.0 means a 100% yield; for example, 0.34 means a 34% yield). (1) The reactants are [C:1]([C:5]1[CH:10]=[CH:9][C:8]([C:11]2[NH:12][C:13]([C:25]3[CH:30]=[CH:29][C:28]([Cl:31])=[CH:27][CH:26]=3)([CH3:24])[C:14]([C:17]3[CH:22]=[CH:21][C:20]([Cl:23])=[CH:19][CH:18]=3)([CH3:16])[N:15]=2)=[C:7]([O:32][CH2:33][CH3:34])[CH:6]=1)([CH3:4])([CH3:3])[CH3:2].C(N(CC)CC)C.[C:42](Cl)(=[O:44])[CH3:43]. The catalyst is C(Cl)Cl. The product is [C:1]([C:5]1[CH:10]=[CH:9][C:8]([C:11]2[N:15]([C:42](=[O:44])[CH3:43])[C@@:14]([C:17]3[CH:22]=[CH:21][C:20]([Cl:23])=[CH:19][CH:18]=3)([CH3:16])[C@@:13]([C:25]3[CH:26]=[CH:27][C:28]([Cl:31])=[CH:29][CH:30]=3)([CH3:24])[N:12]=2)=[C:7]([O:32][CH2:33][CH3:34])[CH:6]=1)([CH3:2])([CH3:3])[CH3:4]. The yield is 0.800. (2) The reactants are [CH2:1]([N:8](CC)[C@@H:9]1[C@@H:17]2[C@@H:12]([O:13][CH2:14][CH2:15][C@@H:16]2[OH:18])[O:11][CH2:10]1)[C:2]1C=CC=CC=1.[CH3:33][C:32]([O:31][C:29](O[C:29]([O:31][C:32]([CH3:35])([CH3:34])[CH3:33])=[O:30])=[O:30])([CH3:35])[CH3:34]. The catalyst is C(OCC)(=O)C.[Pd]. The product is [CH2:1]([N:8]([C@@H:9]1[C@@H:17]2[C@@H:12]([O:13][CH2:14][CH2:15][C@@H:16]2[OH:18])[O:11][CH2:10]1)[C:29](=[O:30])[O:31][C:32]([CH3:33])([CH3:34])[CH3:35])[CH3:2]. The yield is 0.810. (3) The reactants are [NH:1]1[CH2:5][CH2:4][C@H:3]([NH:6][C:7](=[O:13])[O:8][C:9]([CH3:12])([CH3:11])[CH3:10])[CH2:2]1.Cl[C:15]1[C:16]2[N:17]([CH:21]=[CH:22][N:23]=2)[CH:18]=[CH:19][N:20]=1. The catalyst is C(NC(C)C)(C)C.CN1C(=O)CCC1.C(OCC)(=O)C. The product is [N:23]1[CH:22]=[CH:21][N:17]2[CH:18]=[CH:19][N:20]=[C:15]([N:1]3[CH2:5][CH2:4][C@H:3]([NH:6][C:7](=[O:13])[O:8][C:9]([CH3:10])([CH3:12])[CH3:11])[CH2:2]3)[C:16]=12. The yield is 0.940. (4) The reactants are [CH3:1][O:2][C:3]1[CH:4]=[C:5]2[C:9](=[CH:10][CH:11]=1)[C:8](=[N:12]O)[CH2:7][CH2:6]2.N. The catalyst is CO.[Ni]. The product is [CH3:1][O:2][C:3]1[CH:4]=[C:5]2[C:9](=[CH:10][CH:11]=1)[CH:8]([NH2:12])[CH2:7][CH2:6]2. The yield is 0.450.